The task is: Predict the reaction yield, written as a fraction of the theoretical maximum amount of product (1.0 means a 100% yield; for example, 0.34 means a 34% yield).. This data is from Reaction yield outcomes from USPTO patents with 853,638 reactions. The reactants are [Cl:1][C:2]1[C:3]([F:14])=[C:4]2[C:10]([N+:11]([O-])=O)=[CH:9][NH:8][C:5]2=[N:6][CH:7]=1.CC(O)C. The catalyst is C1COCC1.[Pt]. The product is [Cl:1][C:2]1[C:3]([F:14])=[C:4]2[C:10]([NH2:11])=[CH:9][NH:8][C:5]2=[N:6][CH:7]=1. The yield is 1.07.